This data is from Catalyst prediction with 721,799 reactions and 888 catalyst types from USPTO. The task is: Predict which catalyst facilitates the given reaction. (1) The catalyst class is: 4. Product: [CH2:1]([O:3][C:4](=[O:20])[C:5]1[CH:17]=[C:16]([CH:18]=[O:19])[CH:15]=[C:7]([C:8]([N:10]([CH3:14])[CH2:11][CH2:12][CH3:13])=[O:9])[CH:6]=1)[CH3:2]. Reactant: [CH2:1]([O:3][C:4](=[O:20])[C:5]1[CH:17]=[C:16]([CH2:18][OH:19])[CH:15]=[C:7]([C:8]([N:10]([CH3:14])[CH2:11][CH2:12][CH3:13])=[O:9])[CH:6]=1)[CH3:2].C(Cl)(=O)C(Cl)=O.CS(C)=O.C(N(CC)CC)C. (2) Reactant: [NH2:1][C:2]1[C:11]([Br:12])=[CH:10][C:9]([C:13]([NH:15][CH2:16][CH:17]2[CH2:22][CH2:21][N:20]([CH2:23][CH:24]3[CH2:29][CH2:28][O:27][CH2:26][CH2:25]3)[CH2:19][CH2:18]2)=[O:14])=[C:8]2[C:3]=1[CH2:4][CH2:5][CH2:6][O:7]2.[ClH:30]. Product: [ClH:30].[NH2:1][C:2]1[C:11]([Br:12])=[CH:10][C:9]([C:13]([NH:15][CH2:16][CH:17]2[CH2:18][CH2:19][N:20]([CH2:23][CH:24]3[CH2:25][CH2:26][O:27][CH2:28][CH2:29]3)[CH2:21][CH2:22]2)=[O:14])=[C:8]2[C:3]=1[CH2:4][CH2:5][CH2:6][O:7]2. The catalyst class is: 41. (3) Reactant: [Br:1][C:2]1[CH:3]=[C:4]([CH:7]=[CH:8][C:9]=1[OH:10])[C:5]#[N:6].[S:11]1[CH:15]=[CH:14][C:13]([CH2:16][CH2:17]O)=[CH:12]1.C1(P(C2C=CC=CC=2)C2C=CC=CC=2)C=CC=CC=1.CCOC(/N=N/C(OCC)=O)=O. Product: [Br:1][C:2]1[CH:3]=[C:4]([CH:7]=[CH:8][C:9]=1[O:10][CH2:17][CH2:16][C:13]1[CH:14]=[CH:15][S:11][CH:12]=1)[C:5]#[N:6]. The catalyst class is: 165. (4) Reactant: [Cl:1][C:2]1[CH:7]=[CH:6][CH:5]=[CH:4][C:3]=1[C:8]1[CH:17]=[C:16]([CH:18]2[CH2:25][CH2:24][C:21]3([O:23][CH2:22]3)[CH2:20][CH2:19]2)[CH:15]=[C:14]2[C:9]=1[CH2:10][N:11]([CH2:35][C:36]1[CH:41]=CC(OC)=[CH:38][CH:37]=1)[C:12](=[O:34])[N:13]2[C:26]1[C:31]([Cl:32])=[CH:30][CH:29]=[CH:28][C:27]=1[Cl:33].[CH:44]([NH2:47])([CH3:46])[CH3:45].C[CH2:49][O:50][C:51]([CH3:53])=O. Product: [Cl:1][C:2]1[CH:7]=[CH:6][CH:5]=[CH:4][C:3]=1[C:8]1[CH:17]=[C:16]([CH:18]2[CH2:25][CH2:24][C:21]([OH:23])([CH2:22][NH:47][CH:44]([CH3:46])[CH3:45])[CH2:20][CH2:19]2)[CH:15]=[C:14]2[C:9]=1[CH2:10][N:11]([CH2:35][C:36]1[CH:41]=[CH:53][C:51]([O:50][CH3:49])=[CH:38][CH:37]=1)[C:12](=[O:34])[N:13]2[C:26]1[C:31]([Cl:32])=[CH:30][CH:29]=[CH:28][C:27]=1[Cl:33]. The catalyst class is: 23. (5) Reactant: [N:1]1[CH:2]=[C:3]([C:10]([OH:12])=O)[N:4]2[CH:9]=[CH:8][CH:7]=[CH:6][C:5]=12.C(Cl)(=O)C(Cl)=O.CN(C=O)C.[F:24][C@H:25]1[CH2:27][C@@H:26]1[C:28]1[O:32][N:31]=[C:30]([C:33]2[CH:34]=[CH:35][C:36]([CH3:40])=[C:37]([CH:39]=2)[NH2:38])[N:29]=1. Product: [F:24][C@H:25]1[CH2:27][C@@H:26]1[C:28]1[O:32][N:31]=[C:30]([C:33]2[CH:34]=[CH:35][C:36]([CH3:40])=[C:37]([NH:38][C:10]([C:3]3[N:4]4[CH:9]=[CH:8][CH:7]=[CH:6][C:5]4=[N:1][CH:2]=3)=[O:12])[CH:39]=2)[N:29]=1. The catalyst class is: 272. (6) Reactant: C[O:2][C:3]([C:5]1[O:6][C:7]([CH2:11][NH:12][C:13]([C:15]2[CH:19]=[C:18]([NH:20][C:21](=[O:31])[C:22]3[CH:27]=[C:26]([F:28])[C:25]([F:29])=[CH:24][C:23]=3[Cl:30])[NH:17][N:16]=2)=[O:14])=[C:8]([CH3:10])[N:9]=1)=[O:4].[OH-].[Na+:33]. Product: [Cl:30][C:23]1[CH:24]=[C:25]([F:29])[C:26]([F:28])=[CH:27][C:22]=1[C:21]([NH:20][C:18]1[NH:17][N:16]=[C:15]([C:13]([NH:12][CH2:11][C:7]2[O:6][C:5]([C:3]([O-:4])=[O:2])=[N:9][C:8]=2[CH3:10])=[O:14])[CH:19]=1)=[O:31].[Na+:33]. The catalyst class is: 21. (7) Reactant: [CH3:1][C:2]1[C:10]([O:11][C@H:12]2[CH2:17][CH2:16][C@H:15]([NH2:18])[CH2:14][CH2:13]2)=[CH:9][CH:8]=[C:7]2[C:3]=1[CH:4]=[N:5][N:6]2[CH:19]1[CH2:24][CH2:23][CH2:22][CH2:21][O:20]1.Br[CH2:26][CH2:27][CH2:28][CH2:29]Br.C(=O)([O-])[O-].[K+].[K+].[OH-].[Na+]. Product: [CH3:1][C:2]1[C:10]([O:11][C@H:12]2[CH2:13][CH2:14][C@H:15]([N:18]3[CH2:29][CH2:28][CH2:27][CH2:26]3)[CH2:16][CH2:17]2)=[CH:9][CH:8]=[C:7]2[C:3]=1[CH:4]=[N:5][N:6]2[CH:19]1[CH2:24][CH2:23][CH2:22][CH2:21][O:20]1. The catalyst class is: 80.